This data is from NCI-60 drug combinations with 297,098 pairs across 59 cell lines. The task is: Regression. Given two drug SMILES strings and cell line genomic features, predict the synergy score measuring deviation from expected non-interaction effect. (1) Cell line: OVCAR3. Drug 1: CC1CCC2CC(C(=CC=CC=CC(CC(C(=O)C(C(C(=CC(C(=O)CC(OC(=O)C3CCCCN3C(=O)C(=O)C1(O2)O)C(C)CC4CCC(C(C4)OC)OCCO)C)C)O)OC)C)C)C)OC. Synergy scores: CSS=-3.66, Synergy_ZIP=0.655, Synergy_Bliss=-1.69, Synergy_Loewe=-7.43, Synergy_HSA=-5.51. Drug 2: CCN(CC)CCNC(=O)C1=C(NC(=C1C)C=C2C3=C(C=CC(=C3)F)NC2=O)C. (2) Drug 1: COC1=C(C=C2C(=C1)N=CN=C2NC3=CC(=C(C=C3)F)Cl)OCCCN4CCOCC4. Drug 2: CN(C)N=NC1=C(NC=N1)C(=O)N. Cell line: SF-295. Synergy scores: CSS=3.94, Synergy_ZIP=-3.70, Synergy_Bliss=-3.26, Synergy_Loewe=-0.765, Synergy_HSA=-0.737. (3) Cell line: MDA-MB-435. Drug 2: CC12CCC3C(C1CCC2O)C(CC4=C3C=CC(=C4)O)CCCCCCCCCS(=O)CCCC(C(F)(F)F)(F)F. Drug 1: C1CCC(C1)C(CC#N)N2C=C(C=N2)C3=C4C=CNC4=NC=N3. Synergy scores: CSS=-3.75, Synergy_ZIP=4.75, Synergy_Bliss=2.61, Synergy_Loewe=-0.402, Synergy_HSA=-3.46. (4) Drug 1: COCCOC1=C(C=C2C(=C1)C(=NC=N2)NC3=CC=CC(=C3)C#C)OCCOC. Drug 2: CCC1=C2CN3C(=CC4=C(C3=O)COC(=O)C4(CC)O)C2=NC5=C1C=C(C=C5)O. Cell line: HT29. Synergy scores: CSS=68.1, Synergy_ZIP=15.7, Synergy_Bliss=15.1, Synergy_Loewe=12.8, Synergy_HSA=18.2.